This data is from Forward reaction prediction with 1.9M reactions from USPTO patents (1976-2016). The task is: Predict the product of the given reaction. (1) Given the reactants [C:1]([C:3]1[CH:4]=[C:5]([C:24]2[CH:29]=[CH:28][C:27]([C:30]([O:32]C)=[O:31])=[CH:26][CH:25]=2)[CH:6]=[CH:7][C:8]=1[O:9][CH2:10][CH:11]1[CH2:16][CH2:15][N:14]([CH2:17][C:18]([CH2:22][CH3:23])([F:21])[CH2:19][CH3:20])[CH2:13][CH2:12]1)#[N:2].O[Li].O, predict the reaction product. The product is: [C:1]([C:3]1[CH:4]=[C:5]([C:24]2[CH:29]=[CH:28][C:27]([C:30]([OH:32])=[O:31])=[CH:26][CH:25]=2)[CH:6]=[CH:7][C:8]=1[O:9][CH2:10][CH:11]1[CH2:16][CH2:15][N:14]([CH2:17][C:18]([CH2:22][CH3:23])([F:21])[CH2:19][CH3:20])[CH2:13][CH2:12]1)#[N:2]. (2) Given the reactants [Cl:1][C:2]1[CH:3]=[C:4]([N:9]2[C:13](=[O:14])[CH2:12][N:11]([CH3:15])[C:10]2=[O:16])[CH:5]=[C:6]([Cl:8])[CH:7]=1.[C:17]([C:19]1[CH:26]=[CH:25][C:22]([CH:23]=O)=[CH:21][CH:20]=1)#[N:18].N1CCCC1=O.C1COCC1, predict the reaction product. The product is: [Cl:8][C:6]1[CH:5]=[C:4]([N:9]2[C:13](=[O:14])/[C:12](=[CH:23]\[C:22]3[CH:25]=[CH:26][C:19]([C:17]#[N:18])=[CH:20][CH:21]=3)/[N:11]([CH3:15])[C:10]2=[O:16])[CH:3]=[C:2]([Cl:1])[CH:7]=1. (3) The product is: [O:1]1[CH2:6][CH2:5][CH2:4][CH2:3][CH:2]1[O:7][CH2:8][CH2:9][CH2:10][C:11]([O:19][C:15]([CH3:18])([CH3:17])[CH3:16])=[O:12]. Given the reactants [O:1]1[CH2:6][CH2:5][CH2:4][CH2:3][CH:2]1[O:7][CH2:8][CH2:9][CH2:10][C:11](OC)=[O:12].[C:15]([OH:19])([CH3:18])([CH3:17])[CH3:16].C(OC(C)C)(C)C, predict the reaction product.